This data is from Full USPTO retrosynthesis dataset with 1.9M reactions from patents (1976-2016). The task is: Predict the reactants needed to synthesize the given product. (1) Given the product [O:12]=[C:10]([CH3:11])/[CH:9]=[CH:16]/[CH2:17][CH2:18][NH:19][C:20]([C@H:22]1[C:27]([CH3:29])([CH3:28])[CH2:26][O:25][C:24]([CH3:30])([CH3:31])[O:23]1)=[O:21], predict the reactants needed to synthesize it. The reactants are: C(OP([CH2:9][C:10](=[O:12])[CH3:11])(=O)OCC)C.[H-].[Na+].O=[CH:16][CH2:17][CH2:18][NH:19][C:20]([C@H:22]1[C:27]([CH3:29])([CH3:28])[CH2:26][O:25][C:24]([CH3:31])([CH3:30])[O:23]1)=[O:21].[NH4+].[Cl-]. (2) Given the product [C:21]([O:8][CH:6]1[CH2:7][C:2]([CH3:1])([CH3:20])[N:3]([O:11][CH:12]([C:14]2[CH:19]=[CH:18][CH:17]=[CH:16][CH:15]=2)[CH3:13])[C:4]([CH3:9])([CH3:10])[CH2:5]1)(=[O:26])[CH2:22][CH2:23][CH2:24][CH3:25], predict the reactants needed to synthesize it. The reactants are: [CH3:1][C:2]1([CH3:20])[CH2:7][CH:6]([OH:8])[CH2:5][C:4]([CH3:10])([CH3:9])[N:3]1[O:11][CH:12]([C:14]1[CH:19]=[CH:18][CH:17]=[CH:16][CH:15]=1)[CH3:13].[C:21](O[C:21](=[O:26])[CH2:22][CH2:23][CH2:24][CH3:25])(=[O:26])[CH2:22][CH2:23][CH2:24][CH3:25].Cl. (3) Given the product [Br:12][C:9]1[C:8]([OH:11])=[CH:7][C:3]([C:4]([OH:6])=[O:5])=[C:2]([F:1])[CH:10]=1, predict the reactants needed to synthesize it. The reactants are: [F:1][C:2]1[CH:10]=[CH:9][C:8]([OH:11])=[CH:7][C:3]=1[C:4]([OH:6])=[O:5].[Br:12]Br. (4) The reactants are: [H-].[H-].[H-].[H-].[Li+].[Al+3].C([O:9][C:10]([C:12]1[C:21]2[C:16](=[CH:17][C:18]([C:22]3[CH:27]=[CH:26][C:25]([O:28][CH2:29][CH2:30][CH:31]([CH3:38])[CH2:32][CH2:33][CH2:34][CH:35]([CH3:37])[CH3:36])=[CH:24][CH:23]=3)=[CH:19][CH:20]=2)[C:15]([C:39](OCC)=[O:40])=[CH:14][CH:13]=1)=O)C. Given the product [OH:9][CH2:10][C:12]1[C:21]2[C:16](=[CH:17][C:18]([C:22]3[CH:27]=[CH:26][C:25]([O:28][CH2:29][CH2:30][CH:31]([CH3:38])[CH2:32][CH2:33][CH2:34][CH:35]([CH3:37])[CH3:36])=[CH:24][CH:23]=3)=[CH:19][CH:20]=2)[C:15]([CH2:39][OH:40])=[CH:14][CH:13]=1, predict the reactants needed to synthesize it. (5) Given the product [Br:34][C:5]1[CH:4]=[CH:3][C:2]([C:50]([NH2:49])=[O:51])=[C:10]2[C:6]=1[C:7]1[CH2:14][N:13]([C:15]([C:16]3[CH:21]=[CH:20][CH:19]=[CH:18][CH:17]=3)([C:28]3[CH:33]=[CH:32][CH:31]=[CH:30][CH:29]=3)[C:22]3[CH:23]=[CH:24][CH:25]=[CH:26][CH:27]=3)[CH2:12][CH2:11][C:8]=1[NH:9]2, predict the reactants needed to synthesize it. The reactants are: Br[C:2]1[C:10]2[NH:9][C:8]3[CH2:11][CH2:12][N:13]([C:15]([C:28]4[CH:33]=[CH:32][CH:31]=[CH:30][CH:29]=4)([C:22]4[CH:27]=[CH:26][CH:25]=[CH:24][CH:23]=4)[C:16]4[CH:21]=[CH:20][CH:19]=[CH:18][CH:17]=4)[CH2:14][C:7]=3[C:6]=2[C:5]([Br:34])=[CH:4][CH:3]=1.C([Li])(C)(C)C.CCCCC.C[Si]([N:49]=[C:50]=[O:51])(C)C. (6) Given the product [F:20][CH:2]([F:1])[CH2:3][C@@:4]1([C:16]([OH:18])=[O:17])[CH2:8][C@H:7]([N:9]2[C:10]([CH3:15])=[CH:11][CH:12]=[C:13]2[CH3:14])[CH:6]=[CH:5]1, predict the reactants needed to synthesize it. The reactants are: [F:1][CH:2]([F:20])[CH2:3][C@@:4]1([C:16]([O:18]C)=[O:17])[CH2:8][C@H:7]([N:9]2[C:13]([CH3:14])=[CH:12][CH:11]=[C:10]2[CH3:15])[CH:6]=[CH:5]1.[OH-].[Na+]. (7) Given the product [F:19][C:20]1[CH:28]=[CH:27][C:23]([C:24]([N:8]2[CH2:7][CH2:6][CH:5]([C:4]([O:3][CH2:1][CH3:2])=[O:11])[CH2:10][CH2:9]2)=[O:25])=[CH:22][CH:21]=1, predict the reactants needed to synthesize it. The reactants are: [CH2:1]([O:3][C:4](=[O:11])[CH:5]1[CH2:10][CH2:9][NH:8][CH2:7][CH2:6]1)[CH3:2].C(N(CC)CC)C.[F:19][C:20]1[CH:28]=[CH:27][C:23]([C:24](Cl)=[O:25])=[CH:22][CH:21]=1. (8) Given the product [F:27][C:10]1([F:26])[CH:9]([NH2:8])[CH2:14][CH2:13][N:12]([CH2:15][CH2:16][CH2:17][O:18][C:19]2[CH:20]=[CH:21][C:22]([F:25])=[CH:23][CH:24]=2)[CH2:11]1, predict the reactants needed to synthesize it. The reactants are: C([NH:8][CH:9]1[CH2:14][CH2:13][N:12]([CH2:15][CH2:16][CH2:17][O:18][C:19]2[CH:24]=[CH:23][C:22]([F:25])=[CH:21][CH:20]=2)[CH2:11][C:10]1([F:27])[F:26])C1C=CC=CC=1. (9) Given the product [F:16][C:17]1[CH:18]=[C:19]2[C:23](=[CH:24][CH:25]=1)[N:22]([NH:26][C:12]([C:9]1[CH:10]=[N:11][C:6]([C:2]3[S:1][CH:5]=[CH:4][N:3]=3)=[N:7][CH:8]=1)=[O:14])[CH:21]=[C:20]2[CH3:27], predict the reactants needed to synthesize it. The reactants are: [S:1]1[CH:5]=[CH:4][N:3]=[C:2]1[C:6]1[N:11]=[CH:10][C:9]([C:12]([OH:14])=O)=[CH:8][N:7]=1.[Cl-].[F:16][C:17]1[CH:18]=[C:19]2[C:23](=[CH:24][CH:25]=1)[N:22]([NH3+:26])[CH:21]=[C:20]2[CH3:27].C(N(C(C)C)CC)(C)C.[Cl-].COC1N=C(OC)N=C([N+]2(C)CCOCC2)N=1.